From a dataset of Full USPTO retrosynthesis dataset with 1.9M reactions from patents (1976-2016). Predict the reactants needed to synthesize the given product. (1) The reactants are: C([NH:5][S:6]([C:9]1([C:12](=[O:19])[C:13]2[CH:18]=[CH:17][CH:16]=[CH:15][CH:14]=2)[CH2:11][CH2:10]1)(=[O:8])=[O:7])(C)(C)C.CC1(S(N)(=O)=O)CC1. Given the product [C:12]([C:9]1([S:6]([NH2:5])(=[O:8])=[O:7])[CH2:10][CH2:11]1)(=[O:19])[C:13]1[CH:18]=[CH:17][CH:16]=[CH:15][CH:14]=1, predict the reactants needed to synthesize it. (2) Given the product [CH:25]([C:22]1[CH:21]=[CH:20][C:19]([O:18][CH:12]([CH2:11][C:8]2[CH:7]=[CH:6][C:5]([O:4][CH2:3][CH2:2][O:1][S:29]([CH3:28])(=[O:31])=[O:30])=[CH:10][CH:9]=2)[C:13]([O:15][CH2:16][CH3:17])=[O:14])=[CH:24][CH:23]=1)([CH3:26])[CH3:27], predict the reactants needed to synthesize it. The reactants are: [OH:1][CH2:2][CH2:3][O:4][C:5]1[CH:10]=[CH:9][C:8]([CH2:11][CH:12]([O:18][C:19]2[CH:24]=[CH:23][C:22]([CH:25]([CH3:27])[CH3:26])=[CH:21][CH:20]=2)[C:13]([O:15][CH2:16][CH3:17])=[O:14])=[CH:7][CH:6]=1.[CH3:28][S:29](Cl)(=[O:31])=[O:30]. (3) The reactants are: Br[CH2:2][C:3]([C:5]1[CH:10]=[CH:9][C:8]([C:11]([F:14])([F:13])[F:12])=[CH:7][CH:6]=1)=O.[C:15]([CH2:17][C:18]([NH2:20])=[S:19])#[N:16]. Given the product [F:12][C:11]([F:14])([F:13])[C:8]1[CH:9]=[CH:10][C:5]([C:3]2[N:20]=[C:18]([CH2:17][C:15]#[N:16])[S:19][CH:2]=2)=[CH:6][CH:7]=1, predict the reactants needed to synthesize it. (4) Given the product [CH2:1]([N:8]1[CH2:13][CH2:12][CH:11]([N:14]2[C:18]3[N:19]=[C:20]([C:38]4[CH:43]=[CH:42][C:41]([NH2:44])=[CH:40][CH:39]=4)[N:21]=[C:22]([N:23]4[CH2:28][CH2:27][O:26][CH2:25][CH2:24]4)[C:17]=3[N:16]=[N:15]2)[CH2:10][CH2:9]1)[C:2]1[CH:7]=[CH:6][CH:5]=[CH:4][CH:3]=1, predict the reactants needed to synthesize it. The reactants are: [CH2:1]([N:8]1[CH2:13][CH2:12][CH:11]([N:14]2[C:18]3[N:19]=[C:20](Cl)[N:21]=[C:22]([N:23]4[CH2:28][CH2:27][O:26][CH2:25][CH2:24]4)[C:17]=3[N:16]=[N:15]2)[CH2:10][CH2:9]1)[C:2]1[CH:7]=[CH:6][CH:5]=[CH:4][CH:3]=1.CC1(C)C(C)(C)OB([C:38]2[CH:43]=[CH:42][C:41]([NH2:44])=[CH:40][CH:39]=2)O1. (5) Given the product [CH3:31][N:30]([CH3:32])[S:27]([C:24]1[CH:23]=[CH:22][C:21]([C:4]2[CH:15]=[C:14]([C:16]([F:19])([F:18])[F:17])[CH:13]=[CH:12][C:5]=2[O:6][C@@H:7]([CH3:11])[C:8]([OH:10])=[O:9])=[CH:26][CH:25]=1)(=[O:28])=[O:29], predict the reactants needed to synthesize it. The reactants are: B([C:4]1[CH:15]=[C:14]([C:16]([F:19])([F:18])[F:17])[CH:13]=[CH:12][C:5]=1[O:6][C@@H:7]([CH3:11])[C:8]([OH:10])=[O:9])(O)O.Br[C:21]1[CH:26]=[CH:25][C:24]([S:27]([N:30]([CH3:32])[CH3:31])(=[O:29])=[O:28])=[CH:23][CH:22]=1.